Dataset: Catalyst prediction with 721,799 reactions and 888 catalyst types from USPTO. Task: Predict which catalyst facilitates the given reaction. (1) Reactant: [CH2:1]([C:3]1[CH:8]=[CH:7][C:6]([CH2:9][C:10]2[CH:11]=[N:12][NH:13][CH:14]=2)=[CH:5][CH:4]=1)[CH3:2].C/C(/O[Si:18]([CH3:21])([CH3:20])[CH3:19])=N\[Si:18]([CH3:21])([CH3:20])[CH3:19]. Product: [CH2:1]([C:3]1[CH:8]=[CH:7][C:6]([CH2:9][C:10]2[CH:11]=[N:12][N:13]([Si:18]([CH3:21])([CH3:20])[CH3:19])[CH:14]=2)=[CH:5][CH:4]=1)[CH3:2]. The catalyst class is: 10. (2) Reactant: C[O:2][C:3](=O)[CH:4]([N:14]1[C:20](=[O:21])[CH2:19][CH2:18][N:17]([C:22](=[O:33])/[CH:23]=[CH:24]/[C:25]2[CH:30]=[CH:29][C:28]([Cl:31])=[C:27]([Cl:32])[CH:26]=2)[CH2:16][CH2:15]1)[CH2:5][C:6](=[O:13])[N:7]1[CH2:12][CH2:11][CH2:10][CH2:9][CH2:8]1.[Li+].[BH4-].OS([O-])(=O)=O.[K+]. Product: [Cl:32][C:27]1[CH:26]=[C:25](/[CH:24]=[CH:23]/[C:22]([N:17]2[CH2:18][CH2:19][C:20](=[O:21])[N:14]([CH:4]([CH2:3][OH:2])[CH2:5][C:6](=[O:13])[N:7]3[CH2:8][CH2:9][CH2:10][CH2:11][CH2:12]3)[CH2:15][CH2:16]2)=[O:33])[CH:30]=[CH:29][C:28]=1[Cl:31]. The catalyst class is: 14.